This data is from Full USPTO retrosynthesis dataset with 1.9M reactions from patents (1976-2016). The task is: Predict the reactants needed to synthesize the given product. (1) Given the product [Cl:23][C:22]1[CH:21]=[CH:20][S:19][C:18]=1[C:16]1[O:15][N:14]=[C:13]([C:8]2[CH:9]=[CH:10][C:11]([Cl:12])=[C:6]([C:24]#[N:25])[CH:7]=2)[N:17]=1, predict the reactants needed to synthesize it. The reactants are: N([O-])=O.[Na+].N[C:6]1[CH:7]=[C:8]([C:13]2[N:17]=[C:16]([C:18]3[S:19][CH:20]=[CH:21][C:22]=3[Cl:23])[O:15][N:14]=2)[CH:9]=[CH:10][C:11]=1[Cl:12].[C-:24]#[N:25].[K+].C(=O)([O-])[O-].[Na+].[Na+]. (2) Given the product [CH2:1]([O:3][C:4]([C@@:6]12[CH2:24][C@H:23]1[CH:22]=[CH:21][CH2:20][CH2:19][CH2:18][CH2:17][CH2:16][C@H:15]([NH:25][C:26]([O:28][C:29]([CH3:31])([CH3:30])[CH3:32])=[O:27])[C:14](=[O:33])[N:13]1[C@@H:9]([CH2:10][C@@H:11]([O:34][C:41]([N:43]3[CH2:44][C:45]4[C:58](=[CH:57][CH:56]=[CH:61][CH:60]=4)[CH2:47]3)=[O:42])[CH2:12]1)[C:8](=[O:35])[NH:7]2)=[O:5])[CH3:2], predict the reactants needed to synthesize it. The reactants are: [CH2:1]([O:3][C:4]([C@@:6]12[CH2:24][C@H:23]1[CH:22]=[CH:21][CH2:20][CH2:19][CH2:18][CH2:17][CH2:16][C@H:15]([NH:25][C:26]([O:28][C:29]([CH3:32])([CH3:31])[CH3:30])=[O:27])[C:14](=[O:33])[N:13]1[C@@H:9]([CH2:10][C@@H:11]([OH:34])[CH2:12]1)[C:8](=[O:35])[NH:7]2)=[O:5])[CH3:2].C1N=CN([C:41]([N:43]2[CH:47]=N[CH:45]=[CH:44]2)=[O:42])C=1.C(Cl)Cl.CO.C1[C:61]2[C:56](=[CH:57][CH:58]=C[CH:60]=2)CN1. (3) The reactants are: [CH3:1][O:2][C:3](=[O:37])[CH2:4][CH2:5][CH2:6][CH2:7][CH2:8][CH2:9][CH2:10][CH2:11][CH2:12][CH2:13][CH2:14][C:15]1([S:18](=[O:36])(=[O:35])[NH:19][C:20]([C@@:22]2([NH:27]C(OC(C)(C)C)=O)[CH2:24][C@H:23]2[CH:25]=[CH2:26])=[O:21])[CH2:17][CH2:16]1.Cl. Given the product [CH3:1][O:2][C:3](=[O:37])[CH2:4][CH2:5][CH2:6][CH2:7][CH2:8][CH2:9][CH2:10][CH2:11][CH2:12][CH2:13][CH2:14][C:15]1([S:18](=[O:36])(=[O:35])[NH:19][C:20]([C@@:22]2([NH2:27])[CH2:24][C@H:23]2[CH:25]=[CH2:26])=[O:21])[CH2:17][CH2:16]1, predict the reactants needed to synthesize it. (4) Given the product [CH3:1][O:2][C:3](=[O:16])[C:4]1[CH:5]=[C:6]([O:14][CH3:15])[C:7]([O:10][CH2:11][CH2:12][Cl:13])=[CH:8][C:9]=1[N+:24]([O-:26])=[O:25], predict the reactants needed to synthesize it. The reactants are: [CH3:1][O:2][C:3](=[O:16])[C:4]1[CH:9]=[CH:8][C:7]([O:10][CH2:11][CH2:12][Cl:13])=[C:6]([O:14][CH3:15])[CH:5]=1.C(OC(=O)C)(=O)C.[N+:24]([O-])([OH:26])=[O:25]. (5) The reactants are: [F:1][C:2]([F:14])([F:13])[O:3][C:4]1[CH:5]=[C:6]([CH:10]=[CH:11][CH:12]=1)[C:7]([OH:9])=O.C(Cl)(=O)C(Cl)=O.O1CCCC1.[NH2:26][C:27]1[CH:28]=[C:29]([CH:46]=[CH:47][CH:48]=1)[O:30][C:31]1[CH:32]=[CH:33][C:34]2[N:35]([CH:37]=[C:38]([NH:40][C:41]([CH:43]3[CH2:45][CH2:44]3)=[O:42])[N:39]=2)[N:36]=1. Given the product [CH:43]1([C:41]([NH:40][C:38]2[N:39]=[C:34]3[CH:33]=[CH:32][C:31]([O:30][C:29]4[CH:28]=[C:27]([NH:26][C:7](=[O:9])[C:6]5[CH:10]=[CH:11][CH:12]=[C:4]([O:3][C:2]([F:1])([F:14])[F:13])[CH:5]=5)[CH:48]=[CH:47][CH:46]=4)=[N:36][N:35]3[CH:37]=2)=[O:42])[CH2:44][CH2:45]1, predict the reactants needed to synthesize it. (6) Given the product [CH:17]1([O:16][C:10]2[CH:15]=[CH:14][C:13]([C:2]3[C:3]([NH2:9])=[N:4][CH:5]=[C:6]([F:8])[CH:7]=3)=[CH:12][CH:11]=2)[CH2:22][CH2:21][CH2:20][CH2:19][CH2:18]1, predict the reactants needed to synthesize it. The reactants are: Br[C:2]1[C:3]([NH2:9])=[N:4][CH:5]=[C:6]([F:8])[CH:7]=1.[CH:10]1([O:16][C:17]2[CH:22]=[CH:21][C:20](B(O)O)=[CH:19][CH:18]=2)[CH2:15][CH2:14][CH2:13][CH2:12][CH2:11]1.C(=O)([O-])[O-].[Na+].[Na+].CCOC(C)=O.